Dataset: Forward reaction prediction with 1.9M reactions from USPTO patents (1976-2016). Task: Predict the product of the given reaction. (1) Given the reactants C(O)=O.[NH2:4][CH2:5][CH2:6][C:7]1[CH:27]=[CH:26][C:10]([NH:11][CH:12]2[CH2:17][CH2:16][N:15]([C:18]([NH:20][CH2:21][C:22]([F:25])([F:24])[F:23])=[O:19])[CH2:14][CH2:13]2)=[CH:9][CH:8]=1.C([Si]([O:45][C:46]1[CH:51]=[CH:50][C:49]([O:52][CH2:53][CH:54]2[CH2:56][O:55]2)=[CH:48][CH:47]=1)(C1C=CC=CC=1)C1C=CC=CC=1)(C)(C)C, predict the reaction product. The product is: [F:24][C:22]([F:25])([F:23])[CH2:21][NH:20][C:18]([N:15]1[CH2:16][CH2:17][CH:12]([NH:11][C:10]2[CH:9]=[CH:8][C:7]([CH2:6][CH2:5][NH:4][CH2:56][C@H:54]([OH:55])[CH2:53][O:52][C:49]3[CH:50]=[CH:51][C:46]([OH:45])=[CH:47][CH:48]=3)=[CH:27][CH:26]=2)[CH2:13][CH2:14]1)=[O:19]. (2) Given the reactants [Cl:1][C:2]1[CH:3]=[C:4]([CH:21]=[C:22]([Cl:25])[C:23]=1[Cl:24])[CH2:5][N:6]1[CH:10]=[C:9]([N:11]2[CH:15]=[C:14]([C:16]3[N:17]=[N:18][NH:19][N:20]=3)[CH:13]=[N:12]2)[N:8]=[N:7]1.Br[CH2:27][C:28]([O:30][CH2:31][CH3:32])=[O:29], predict the reaction product. The product is: [Cl:25][C:22]1[CH:21]=[C:4]([CH:3]=[C:2]([Cl:1])[C:23]=1[Cl:24])[CH2:5][N:6]1[CH:10]=[C:9]([N:11]2[CH:15]=[C:14]([C:16]3[N:20]=[N:19][N:18]([CH2:27][C:28]([O:30][CH2:31][CH3:32])=[O:29])[N:17]=3)[CH:13]=[N:12]2)[N:8]=[N:7]1. (3) Given the reactants Cl.[CH2:2]([N:9]1[CH2:14][CH2:13][CH2:12][C:11](=[O:15])[CH2:10]1)[C:3]1[CH:8]=[CH:7][CH:6]=[CH:5][CH:4]=1.C(=O)([O-])[O-].[K+].[K+].O([Si](C)(C)C)S(C(F)(F)F)(=O)=O.[F:34][C:35]1[CH:49]=[CH:48][C:38]([CH:39](O)[C:40]2[CH:45]=[CH:44][C:43]([F:46])=[CH:42][CH:41]=2)=[CH:37][CH:36]=1.C([O-])(=O)C.[Na+].C(=O)([O-])O.[Na+], predict the reaction product. The product is: [CH2:2]([N:9]1[CH2:14][CH2:13][CH:12]([CH:39]([C:38]2[CH:48]=[CH:49][C:35]([F:34])=[CH:36][CH:37]=2)[C:40]2[CH:41]=[CH:42][C:43]([F:46])=[CH:44][CH:45]=2)[C:11](=[O:15])[CH2:10]1)[C:3]1[CH:4]=[CH:5][CH:6]=[CH:7][CH:8]=1. (4) Given the reactants [O:1]=[CH:2][C:3]1[CH:11]=[CH:10][CH:9]=[C:6]([O:7][CH3:8])[C:4]=1[OH:5].CN(C1C=CC=CN=1)C.[C:21](OC(=O)C)(=[O:23])[CH3:22], predict the reaction product. The product is: [C:21]([O:5][C:4]1[C:6]([O:7][CH3:8])=[CH:9][CH:10]=[CH:11][C:3]=1[CH:2]=[O:1])(=[O:23])[CH3:22].